From a dataset of Catalyst prediction with 721,799 reactions and 888 catalyst types from USPTO. Predict which catalyst facilitates the given reaction. (1) Reactant: FC(F)(F)S(O[C:7]1[CH:16]=[CH:15][C:14]2[CH2:13][CH2:12][CH:11]([NH:17][C:18]([O:20][C:21]([CH3:24])([CH3:23])[CH3:22])=[O:19])[CH2:10][C:9]=2[CH:8]=1)(=O)=O.C(N(CC)CC)C.[CH3:34][OH:35].C1(P(C2C=CC=CC=2)CCCP(C2C=CC=CC=2)C2C=CC=CC=2)C=CC=CC=1.CN([CH:68]=[O:69])C. Product: [C:21]([O:20][C:18]([NH:17][CH:11]1[CH2:10][C:9]2[CH:8]=[C:7]([C:34]([O:69][CH3:68])=[O:35])[CH:16]=[CH:15][C:14]=2[CH2:13][CH2:12]1)=[O:19])([CH3:24])([CH3:23])[CH3:22]. The catalyst class is: 167. (2) Reactant: N12CCCN=C1CCCCC2.Cl.[NH2:13][CH2:14][C:15]1[CH:23]=[CH:22][CH:21]=[C:20]2[C:16]=1[C:17](=[O:33])[N:18]([CH:25]1[CH2:30][CH2:29][C:28](=[O:31])[NH:27][C:26]1=[O:32])[C:19]2=[O:24].[C:34](Cl)(=[O:37])[CH2:35][CH3:36]. Product: [O:32]=[C:26]1[CH:25]([N:18]2[C:17](=[O:33])[C:16]3[C:20](=[CH:21][CH:22]=[CH:23][C:15]=3[CH2:14][NH:13][C:34](=[O:37])[CH2:35][CH3:36])[C:19]2=[O:24])[CH2:30][CH2:29][C:28](=[O:31])[NH:27]1. The catalyst class is: 23. (3) Reactant: [I:1][C:2]1[CH:3]=[C:4]2[C:8](=[CH:9][CH:10]=1)[NH:7][C:6](=[O:11])[C:5]2=O.[C:13]1([C:23]2[CH:28]=[CH:27][CH:26]=[CH:25][CH:24]=2)[CH:18]=[CH:17][C:16]([C:19]([NH:21][NH2:22])=[O:20])=[CH:15][CH:14]=1. The catalyst class is: 15. Product: [I:1][C:2]1[CH:3]=[C:4]2[C:8](=[CH:9][CH:10]=1)[NH:7][C:6](=[O:11])[C:5]2=[N:22][NH:21][C:19]([C:16]1[CH:17]=[CH:18][C:13]([C:23]2[CH:24]=[CH:25][CH:26]=[CH:27][CH:28]=2)=[CH:14][CH:15]=1)=[O:20].